From a dataset of Catalyst prediction with 721,799 reactions and 888 catalyst types from USPTO. Predict which catalyst facilitates the given reaction. (1) Reactant: Br[C:2]1[CH:3]=[CH:4][C:5]([S:12]([CH3:15])(=[O:14])=[O:13])=[C:6]([CH:11]=1)[C:7]([O:9][CH3:10])=[O:8].[B:16]1([B:16]2[O:20][C:19]([CH3:22])([CH3:21])[C:18]([CH3:24])([CH3:23])[O:17]2)[O:20][C:19]([CH3:22])([CH3:21])[C:18]([CH3:24])([CH3:23])[O:17]1.C([O-])(=O)C.[K+]. Product: [CH3:15][S:12]([C:5]1[CH:4]=[CH:3][C:2]([B:16]2[O:20][C:19]([CH3:22])([CH3:21])[C:18]([CH3:24])([CH3:23])[O:17]2)=[CH:11][C:6]=1[C:7]([O:9][CH3:10])=[O:8])(=[O:14])=[O:13]. The catalyst class is: 75. (2) Reactant: [NH2:1][C@H:2]([C:11]([OH:13])=[O:12])[CH2:3][C:4]1[CH:9]=[CH:8][C:7]([OH:10])=[CH:6][CH:5]=1.[C:14](O[C:14]([O:16][C:17]([CH3:20])([CH3:19])[CH3:18])=[O:15])([O:16][C:17]([CH3:20])([CH3:19])[CH3:18])=[O:15].[CH3:29]O. Product: [CH3:29][O:12][C:11](=[O:13])[C@@H:2]([NH:1][C:14]([O:16][C:17]([CH3:20])([CH3:19])[CH3:18])=[O:15])[CH2:3][C:4]1[CH:5]=[CH:6][C:7]([OH:10])=[CH:8][CH:9]=1. The catalyst class is: 309. (3) Reactant: [NH:1]1[CH2:6][CH2:5][CH2:4][CH2:3][CH2:2]1.C([O-])([O-])=O.[K+].[K+].Cl[CH2:14][C:15]([O:17][CH2:18][CH3:19])=[O:16]. Product: [N:1]1([CH2:14][C:15]([O:17][CH2:18][CH3:19])=[O:16])[CH2:6][CH2:5][CH2:4][CH2:3][CH2:2]1. The catalyst class is: 3.